This data is from Reaction yield outcomes from USPTO patents with 853,638 reactions. The task is: Predict the reaction yield, written as a fraction of the theoretical maximum amount of product (1.0 means a 100% yield; for example, 0.34 means a 34% yield). (1) The reactants are [F:1][CH2:2][C@@H:3]1[CH2:7][CH2:6][N:5]([C@@H:8]([CH3:30])[CH2:9][O:10]C(C2C=CC=CC=2)(C2C=CC=CC=2)C2C=CC=CC=2)[CH2:4]1.C(O)=O. The catalyst is C(OCC)C. The product is [F:1][CH2:2][C@@H:3]1[CH2:7][CH2:6][N:5]([C@@H:8]([CH3:30])[CH2:9][OH:10])[CH2:4]1. The yield is 0.510. (2) The reactants are [NH2:1][CH2:2][CH2:3][CH2:4][C:5]([OH:7])=[O:6].C1CCN2C(=NCCC2)CC1.[CH:19]1([N:25]=[C:26]=[O:27])[CH2:24][CH2:23][CH2:22][CH2:21][CH2:20]1.Cl. The catalyst is [OH-].[Na+]. The product is [CH:19]1([NH:25][C:26](=[O:27])[NH:1][CH2:2][CH2:3][CH2:4][C:5]([OH:7])=[O:6])[CH2:24][CH2:23][CH2:22][CH2:21][CH2:20]1. The yield is 0.760. (3) The reactants are [Br:1][C:2]1[CH:3]=[C:4]2[C:8](=[C:9]([C:11]([NH2:13])=[O:12])[CH:10]=1)[NH:7][CH:6]=[C:5]2[CH:14]1[CH2:19][CH2:18][NH:17][CH2:16][CH2:15]1.C(N(CC)CC)C.Cl[CH2:28][CH2:29][S:30](Cl)(=[O:32])=[O:31]. The catalyst is C(Cl)Cl. The product is [Br:1][C:2]1[CH:3]=[C:4]2[C:8](=[C:9]([C:11]([NH2:13])=[O:12])[CH:10]=1)[NH:7][CH:6]=[C:5]2[CH:14]1[CH2:19][CH2:18][N:17]([S:30]([CH:29]=[CH2:28])(=[O:32])=[O:31])[CH2:16][CH2:15]1. The yield is 0.750. (4) The reactants are [C:1](/[CH:3]=[CH:4]\[C:5]([O:7][CH2:8][CH3:9])=[O:6])#[N:2].[S:10]1C=CC=C1CC(O)=O.CCN(C(C)C)C(C)C.C1C[O:31][CH2:30][CH2:29]1. No catalyst specified. The product is [C:30]([S:10][CH:3]([C:1]#[N:2])[CH2:4][C:5]([O:7][CH2:8][CH3:9])=[O:6])(=[O:31])[CH3:29]. The yield is 0.650. (5) The reactants are [F:1][C:2]1[C:7]([O:8][CH3:9])=[CH:6][C:5]([O:10][CH3:11])=[C:4]([F:12])[C:3]=1[CH2:13][OH:14].[CH3:15][S:16](Cl)(=[O:18])=[O:17]. The catalyst is C(Cl)Cl. The product is [CH3:15][S:16]([O:14][CH2:13][C:3]1[C:2]([F:1])=[C:7]([O:8][CH3:9])[CH:6]=[C:5]([O:10][CH3:11])[C:4]=1[F:12])(=[O:18])=[O:17]. The yield is 0.800. (6) The reactants are [Cl:1][C:2]1[C:3]([S:11][C:12]2[CH:13]=[C:14]([CH3:18])[CH:15]=[CH:16][CH:17]=2)=[CH:4][C:5]2[N:9]=[CH:8][NH:7][C:6]=2[CH:10]=1.CCN(C(C)C)C(C)C.Cl[CH2:29][O:30][CH2:31][CH2:32][O:33][CH3:34]. The catalyst is C1COCC1. The product is [Cl:1][C:2]1[C:3]([S:11][C:12]2[CH:13]=[C:14]([CH3:18])[CH:15]=[CH:16][CH:17]=2)=[CH:4][C:5]2[N:9]=[CH:8][N:7]([CH2:29][O:30][CH2:31][CH2:32][O:33][CH3:34])[C:6]=2[CH:10]=1. The yield is 0.670. (7) The reactants are [CH:1]1([C:7]2[S:8][C:9]3[C:15]([O:16]C)=[CH:14][CH:13]=[C:12]([O:18]C)[C:10]=3[N:11]=2)[CH2:6][CH2:5][CH2:4][CH2:3][CH2:2]1.[Ce+4].[N+]([O-])([O-])=O.[NH4+]. The catalyst is C(#N)C.O. The product is [CH:1]1([C:7]2[S:8][C:9]3[C:15](=[O:16])[CH:14]=[CH:13][C:12](=[O:18])[C:10]=3[N:11]=2)[CH2:2][CH2:3][CH2:4][CH2:5][CH2:6]1. The yield is 0.880.